Dataset: Full USPTO retrosynthesis dataset with 1.9M reactions from patents (1976-2016). Task: Predict the reactants needed to synthesize the given product. Given the product [O:18]([C:12]1[CH:13]=[CH:14][C:15]([O:16][CH3:17])=[C:10]([O:9][CH3:8])[CH:11]=1)[C:1]#[N:3], predict the reactants needed to synthesize it. The reactants are: [CH2:1]([N:3](CC)CC)C.[CH3:8][O:9][C:10]1[CH:11]=[C:12]([OH:18])[CH:13]=[CH:14][C:15]=1[O:16][CH3:17].N#CBr.